From a dataset of Experimentally validated miRNA-target interactions with 360,000+ pairs, plus equal number of negative samples. Binary Classification. Given a miRNA mature sequence and a target amino acid sequence, predict their likelihood of interaction. (1) The miRNA is mmu-miR-712-5p with sequence CUCCUUCACCCGGGCGGUACC. The protein sequence of the target gene is MAANVFPFRDARAAPDPVLEAGPVAHGPLPVPLVLDNGSFQVRAGWACPGQDPGPEPRLQFRAVCARGRGGARGASGPQVGNALGSLEPLRWMLRSPFDRNVPVNLELQELLLDYSFQHLGVSSQGCVDHPIVLTEAVCNPLYSRQMMSELLFECYGIPKVAYGIDSLFSFYHNKPKNSMCSGLIISSGYQCTHVLPILEGRLDAKNCKRINLGGSQAAGYLQRLLQLKYPGHLAAITLSRMEEILHEHSYIAEDYVEELHKWRCPDYYENNVHKMQLPFSSKLLGSTLTSEEKQERRQQ.... Result: 0 (no interaction). (2) The miRNA is mmu-miR-204-5p with sequence UUCCCUUUGUCAUCCUAUGCCU. The protein sequence of the target gene is MPCVQAQYGSSPQGASPASQSYSYHSSGEYSSDFLTPEFVKFSMDLTNTEITATTSLPSFSTFMDNYSTGYDVKPPCLYQMPLSGQQSSIKVEDIQMHNYQQHSHLPPQSEEMMPHSGSVYYKPSSPPTPSTPSFQVQHSPMWDDPGSLHNFHQNYVATTHMIEQRKTPVSRLSLFSFKQSPPGTPVSSCQMRFDGPLHVPMNPEPAGSHHVVDGQTFAVPNPIRKPASMGFPGLQIGHASQLLDTQVPSPPSRGSPSNEGLCAVCGDNAACQHYGVRTCEGCKGFFKRTVQKNAKYVCL.... Result: 0 (no interaction). (3) The miRNA is mmu-miR-7018-5p with sequence GUGAGCAGACAGGGAGUGGUGGGG. The protein sequence of the target gene is MELPQMPELMGLSLLVGLLALVATAAVARGWLRAEEKPSQPVCQKENEPKKSGSKKQKQNQRVRKEKPQQHSFTHPLLAAALKSHSGNISCMDFSSNGKYLATCADDRTVRIWSTKDFLQREHRSMRANVELDHATLVRFSPDCRAFIVWLANGDTLRVFKMTKREDGGFTFTATPEDFPKKHKAPIINIGIADTGKFIMTASSDTTVLIWNLKGQVLSTINTNQMNNSHAVISPCSRFVGSCGFTPDVKVWEVCFGKKGEFQEVLRAFELKGHSASVHSFAFSNDSRRMASVSKDGTWK.... Result: 0 (no interaction).